Dataset: Forward reaction prediction with 1.9M reactions from USPTO patents (1976-2016). Task: Predict the product of the given reaction. (1) Given the reactants Br[C:2]1[CH:3]=[CH:4][C:5]([CH2:8][N:9]2[CH2:14][CH2:13][O:12][CH2:11][CH2:10]2)=[N:6][CH:7]=1.CC1(C)C(C)(C)OB(B2OC(C)(C)C(C)(C)O2)O1.CC([O-])=O.[K+].Br[C:39]1[CH:40]=[C:41]([C:58]([NH2:60])=[O:59])[C:42]2[NH:43][C:44]3[CH:45]=[C:46]([N:52]4[CH2:57][CH2:56][O:55][CH2:54][CH2:53]4)[CH:47]=[CH:48][C:49]=3[C:50]=2[N:51]=1.CC1(C)C(C)(C)OB(C2C=CC(CN3CCOCC3)=NC=2)O1.C([O-])([O-])=O.[Na+].[Na+].C(O)(C(F)(F)F)=O.N, predict the reaction product. The product is: [O:55]1[CH2:56][CH2:57][N:52]([C:46]2[CH:47]=[CH:48][C:49]3[C:50]4[N:51]=[C:39]([C:2]5[CH:7]=[N:6][C:5]([CH2:8][N:9]6[CH2:14][CH2:13][O:12][CH2:11][CH2:10]6)=[CH:4][CH:3]=5)[CH:40]=[C:41]([C:58]([NH2:60])=[O:59])[C:42]=4[NH:43][C:44]=3[CH:45]=2)[CH2:53][CH2:54]1. (2) The product is: [C:1]([O:5][C:6]([N:8]1[C:9]2[CH:18]=[CH:17][C:16]3[CH:15]=[C:14]([C:19]([O:21][CH3:22])=[O:20])[CH:13]=[CH:12][C:11]=3[C:10]=2[CH:25]([CH2:26][Cl:27])[CH2:24]1)=[O:7])([CH3:4])([CH3:3])[CH3:2]. Given the reactants [C:1]([O:5][C:6]([N:8]([CH2:24][CH:25]=[CH:26][Cl:27])[C:9]1[CH:18]=[CH:17][C:16]2[C:11](=[CH:12][CH:13]=[C:14]([C:19]([O:21][CH3:22])=[O:20])[CH:15]=2)[C:10]=1Br)=[O:7])([CH3:4])([CH3:3])[CH3:2].CCCC[SnH](CCCC)CCCC.CC(N=NC(C#N)(C)C)(C#N)C, predict the reaction product. (3) The product is: [O:31]=[C:30]1[CH2:29][O:1][C@H:2]([C:20]2[CH:21]=[CH:22][CH:23]=[CH:24][CH:25]=2)[CH2:3][N:4]1[CH2:5][CH2:6][CH:7]1[CH2:12][CH2:11][N:10]([C:13]([O:15][C:16]([CH3:19])([CH3:18])[CH3:17])=[O:14])[CH2:9][CH2:8]1. Given the reactants [OH:1][C@H:2]([C:20]1[CH:25]=[CH:24][CH:23]=[CH:22][CH:21]=1)[CH2:3][NH:4][CH2:5][CH2:6][CH:7]1[CH2:12][CH2:11][N:10]([C:13]([O:15][C:16]([CH3:19])([CH3:18])[CH3:17])=[O:14])[CH2:9][CH2:8]1.[OH-].[Na+].Cl[CH2:29][C:30](Cl)=[O:31], predict the reaction product. (4) Given the reactants [N+:1]([C:4]1[C:5]([C:17]([F:20])([F:19])[F:18])=[CH:6][C:7]([C:11]#[C:12][Si](C)(C)C)=[C:8]([CH:10]=1)[NH2:9])([O-:3])=[O:2], predict the reaction product. The product is: [N+:1]([C:4]1[CH:10]=[C:8]2[C:7]([CH:11]=[CH:12][NH:9]2)=[CH:6][C:5]=1[C:17]([F:20])([F:19])[F:18])([O-:3])=[O:2]. (5) Given the reactants [C:1]([C:9]1[C:10]([C:15]([OH:17])=O)=[N:11][CH:12]=[CH:13][CH:14]=1)(=O)[C:2]1[CH:7]=[CH:6][CH:5]=[CH:4][CH:3]=1.O.[NH2:19][NH2:20], predict the reaction product. The product is: [C:2]1([C:1]2[N:20]=[N:19][C:15]([OH:17])=[C:10]3[N:11]=[CH:12][CH:13]=[CH:14][C:9]=23)[CH:7]=[CH:6][CH:5]=[CH:4][CH:3]=1. (6) Given the reactants [OH:1][C:2]1[CH:11]=[C:10]2[C:5]([C:6]([O:12][C:13]3[CH:18]=[CH:17][C:16]([NH:19][C:20](=[O:27])[C:21]4[CH:26]=[CH:25][CH:24]=[CH:23][CH:22]=4)=[CH:15][CH:14]=3)=[CH:7][CH:8]=[N:9]2)=[CH:4][C:3]=1[O:28][CH3:29].[C:30]([O:34][C:35]([N:37]1[CH2:41][CH2:40][CH2:39][C@H:38]1[CH2:42]Br)=[O:36])([CH3:33])([CH3:32])[CH3:31].C([O-])([O-])=O.[K+].[K+], predict the reaction product. The product is: [C:30]([O:34][C:35]([N:37]1[CH2:41][CH2:40][CH2:39][CH:38]1[CH2:42][O:1][C:2]1[CH:11]=[C:10]2[C:5]([C:6]([O:12][C:13]3[CH:14]=[CH:15][C:16]([NH:19][C:20](=[O:27])[C:21]4[CH:26]=[CH:25][CH:24]=[CH:23][CH:22]=4)=[CH:17][CH:18]=3)=[CH:7][CH:8]=[N:9]2)=[CH:4][C:3]=1[O:28][CH3:29])=[O:36])([CH3:33])([CH3:31])[CH3:32]. (7) Given the reactants Br[C:2]1[CH:25]=[CH:24][C:5]([NH:6][CH2:7][C:8]2[N:12]([C:13]3[CH:18]=[CH:17][CH:16]=[CH:15][C:14]=3[Cl:19])[N:11]=[C:10]([C:20]([F:23])([F:22])[F:21])[CH:9]=2)=[CH:4][CH:3]=1.[CH3:26][S:27]([C:30]1[CH:31]=[C:32](B(O)O)[CH:33]=[CH:34][CH:35]=1)(=[O:29])=[O:28].C(Cl)Cl.C([O-])([O-])=O.[K+].[K+], predict the reaction product. The product is: [Cl:19][C:14]1[CH:15]=[CH:16][CH:17]=[CH:18][C:13]=1[N:12]1[C:8]([CH2:7][NH:6][C:5]2[CH:24]=[CH:25][C:2]([C:34]3[CH:33]=[CH:32][CH:31]=[C:30]([S:27]([CH3:26])(=[O:29])=[O:28])[CH:35]=3)=[CH:3][CH:4]=2)=[CH:9][C:10]([C:20]([F:23])([F:22])[F:21])=[N:11]1. (8) Given the reactants [O:1]=[S:2]1(=[O:16])[C:13]2[C:5](=[C:6]3[C:10](=[CH:11][CH:12]=2)[NH:9]C(=O)[C:7]3=[O:15])[CH2:4][CH2:3]1.[OH-:17].[Na+].OO.Cl, predict the reaction product. The product is: [NH2:9][C:10]1[CH:11]=[CH:12][C:13]2[S:2](=[O:1])(=[O:16])[CH2:3][CH2:4][C:5]=2[C:6]=1[C:7]([OH:15])=[O:17]. (9) Given the reactants Br[CH2:2][C:3](Br)=[O:4].[CH2:6]([NH:8][CH2:9][CH3:10])[CH3:7].[CH3:11][O:12][C:13]1[CH:18]=[CH:17][CH:16]=[C:15]([NH2:19])[CH:14]=1.[C:20]([C:24]1[CH:29]=[CH:28][C:27]([S:30](Cl)(=[O:32])=[O:31])=[CH:26][CH:25]=1)([CH3:23])([CH3:22])[CH3:21], predict the reaction product. The product is: [C:20]([C:24]1[CH:29]=[CH:28][C:27]([S:30]([N:19]([C:15]2[CH:16]=[CH:17][CH:18]=[C:13]([O:12][CH3:11])[CH:14]=2)[CH2:2][C:3]([N:8]([CH2:9][CH3:10])[CH2:6][CH3:7])=[O:4])(=[O:32])=[O:31])=[CH:26][CH:25]=1)([CH3:23])([CH3:21])[CH3:22]. (10) Given the reactants [O:1]1[C:5]2[CH:6]=[CH:7][CH:8]=[CH:9][C:4]=2[CH:3]=[C:2]1[C:10]1[N:14]2[N:15]=[C:16](Cl)[CH:17]=[CH:18][C:13]2=[N:12][CH:11]=1.[NH2:20][CH2:21][CH:22]([OH:29])[CH2:23][N:24]1[CH2:28][CH2:27][CH2:26][CH2:25]1, predict the reaction product. The product is: [O:1]1[C:5]2[CH:6]=[CH:7][CH:8]=[CH:9][C:4]=2[CH:3]=[C:2]1[C:10]1[N:14]2[N:15]=[C:16]([NH:20][CH2:21][CH:22]([OH:29])[CH2:23][N:24]3[CH2:28][CH2:27][CH2:26][CH2:25]3)[CH:17]=[CH:18][C:13]2=[N:12][CH:11]=1.